From a dataset of Forward reaction prediction with 1.9M reactions from USPTO patents (1976-2016). Predict the product of the given reaction. (1) The product is: [Cl:1][C:2]1[CH:7]=[C:6]([Cl:8])[C:5]([O:9][CH3:10])=[CH:4][C:3]=1[NH:11][C:12]1[C:17]([C:18]#[N:19])=[CH:16][N:15]=[C:14]2[S:20][C:21]([C:23]3[CH:28]=[CH:27][C:26]([CH2:29][N:31]4[CH2:36][CH2:35][O:34][CH2:33][CH2:32]4)=[CH:25][CH:24]=3)=[CH:22][C:13]=12. Given the reactants [Cl:1][C:2]1[CH:7]=[C:6]([Cl:8])[C:5]([O:9][CH3:10])=[CH:4][C:3]=1[NH:11][C:12]1[C:17]([C:18]#[N:19])=[CH:16][N:15]=[C:14]2[S:20][C:21]([C:23]3[CH:28]=[CH:27][C:26]([CH:29]=O)=[CH:25][CH:24]=3)=[CH:22][C:13]=12.[NH:31]1[CH2:36][CH2:35][O:34][CH2:33][CH2:32]1.C(O[BH-](OC(=O)C)OC(=O)C)(=O)C.[Na+].C(O)(=O)C, predict the reaction product. (2) Given the reactants [CH3:1][Si:2]([CH3:20])([CH3:19])[CH2:3][CH2:4][O:5][C:6]([C:8]1[C:17]2[C:12](=[CH:13][CH:14]=[CH:15][CH:16]=2)[CH:11]=[CH:10][C:9]=1[NH2:18])=[O:7].N1C=CC=CC=1.[C:27](Cl)(Cl)=[O:28].[C:31]1([C:37]2[CH:38]=[CH:39][C:40]3[O:44][C:43]([CH2:45][OH:46])=[CH:42][C:41]=3[CH:47]=2)[CH:36]=[CH:35][CH:34]=[CH:33][CH:32]=1, predict the reaction product. The product is: [CH3:1][Si:2]([CH3:20])([CH3:19])[CH2:3][CH2:4][O:5][C:6]([C:8]1[C:17]2[C:12](=[CH:13][CH:14]=[CH:15][CH:16]=2)[CH:11]=[CH:10][C:9]=1[NH:18][C:27]([O:46][CH2:45][C:43]1[O:44][C:40]2[CH:39]=[CH:38][C:37]([C:31]3[CH:32]=[CH:33][CH:34]=[CH:35][CH:36]=3)=[CH:47][C:41]=2[CH:42]=1)=[O:28])=[O:7]. (3) Given the reactants [Cl:1][C:2]1[N:7]=[CH:6][C:5]([NH:8][CH3:9])=[C:4]([C:10]2[CH:15]=[CH:14][CH:13]=[CH:12][C:11]=2[Cl:16])[CH:3]=1.C[Si]([N-][Si](C)(C)C)(C)C.[K+].[F:27][C:28]([F:46])([F:45])[C:29]1[CH:30]=[C:31]([C:39]([CH3:44])([CH3:43])[C:40](Cl)=[O:41])[CH:32]=[C:33]([C:35]([F:38])([F:37])[F:36])[CH:34]=1.C(=O)([O-])O.[Na+], predict the reaction product. The product is: [F:37][C:35]([F:36])([F:38])[C:33]1[CH:32]=[C:31]([C:39]([CH3:44])([CH3:43])[C:40]([N:8]([C:5]2[CH:6]=[N:7][C:2]([Cl:1])=[CH:3][C:4]=2[C:10]2[CH:15]=[CH:14][CH:13]=[CH:12][C:11]=2[Cl:16])[CH3:9])=[O:41])[CH:30]=[C:29]([C:28]([F:27])([F:45])[F:46])[CH:34]=1. (4) The product is: [CH2:43]([N:12]([C:13]1[CH:31]=[CH:30][C:16]([O:17][C@@H:18]2[CH2:22][CH2:21][N:20]([C:23]([O:25][C:26]([CH3:29])([CH3:28])[CH3:27])=[O:24])[CH2:19]2)=[C:15]([O:32][CH3:33])[CH:14]=1)[C:10](=[O:11])[C:9]([O:8][C:7]1[CH:36]=[CH:37][C:4]([CH:1]2[CH2:3][CH2:2]2)=[CH:5][CH:6]=1)=[CH:34][CH3:35])[CH:42]=[CH2:41]. Given the reactants [CH:1]1([C:4]2[CH:37]=[CH:36][C:7]([O:8][C:9](=[CH:34][CH3:35])[C:10]([NH:12][C:13]3[CH:31]=[CH:30][C:16]([O:17][C@@H:18]4[CH2:22][CH2:21][N:20]([C:23]([O:25][C:26]([CH3:29])([CH3:28])[CH3:27])=[O:24])[CH2:19]4)=[C:15]([O:32][CH3:33])[CH:14]=3)=[O:11])=[CH:6][CH:5]=2)[CH2:3][CH2:2]1.[H-].[Na+].Br[CH2:41][CH:42]=[CH2:43], predict the reaction product.